This data is from Forward reaction prediction with 1.9M reactions from USPTO patents (1976-2016). The task is: Predict the product of the given reaction. (1) Given the reactants [NH2:1][C:2]1[CH:11]=[CH:10][C:9]2[C:4](=[CH:5][CH:6]=[CH:7][CH:8]=2)[C:3]=1[OH:12].[Cl:13][CH2:14][C:15](OCC)(OCC)OCC, predict the reaction product. The product is: [Cl:13][CH2:14][C:15]1[O:12][C:3]2[C:4]3[C:9](=[CH:8][CH:7]=[CH:6][CH:5]=3)[CH:10]=[CH:11][C:2]=2[N:1]=1. (2) The product is: [CH3:8][C:9]([CH3:14])([CH3:13])[C:10]([NH:7][CH2:6][C:2]1[S:1][CH:5]=[CH:4][CH:3]=1)=[O:11]. Given the reactants [S:1]1[CH:5]=[CH:4][CH:3]=[C:2]1[CH2:6][NH2:7].[CH3:8][C:9]([CH3:14])([CH3:13])[C:10](Cl)=[O:11].C(O)C(N)(CO)CO, predict the reaction product. (3) Given the reactants [CH3:1][C:2]1[C:7]([C:8]#[N:9])=[C:6]([CH3:10])[N:5]=[C:4]2[NH:11][CH:12]=[CH:13][C:3]=12.[C:14](O[C:14]([O:16][C:17]([CH3:20])([CH3:19])[CH3:18])=[O:15])([O:16][C:17]([CH3:20])([CH3:19])[CH3:18])=[O:15].[BH4-].[Na+], predict the reaction product. The product is: [C:17]([O:16][C:14](=[O:15])[NH:9][CH2:8][C:7]1[C:2]([CH3:1])=[C:3]2[CH:13]=[CH:12][NH:11][C:4]2=[N:5][C:6]=1[CH3:10])([CH3:20])([CH3:19])[CH3:18]. (4) The product is: [CH2:9]([O:8][C:1](=[O:7])[C:2](=[O:4])[CH2:17][CH:11]1[CH2:13][CH2:14][CH2:15][CH2:16]1)[CH3:10]. Given the reactants [C:1]([O:8][CH2:9][CH3:10])(=[O:7])[C:2]([O:4]CC)=O.[C:11]1([CH3:17])[CH:16]=[CH:15][CH:14]=[CH:13]C=1, predict the reaction product. (5) Given the reactants [Br:1][C:2]1[CH:7]=[CH:6][C:5]([C:8]([C:10]2[CH:15]=[CH:14][C:13]([OH:16])=[CH:12][CH:11]=2)=O)=[CH:4][CH:3]=1.[C:17]1(=O)[CH2:22][CH2:21][CH2:20][CH2:19][CH2:18]1, predict the reaction product. The product is: [Br:1][C:2]1[CH:7]=[CH:6][C:5]([C:8](=[C:17]2[CH2:22][CH2:21][CH2:20][CH2:19][CH2:18]2)[C:10]2[CH:15]=[CH:14][C:13]([OH:16])=[CH:12][CH:11]=2)=[CH:4][CH:3]=1. (6) Given the reactants [N:1]1[C:10]2[C:5](=[CH:6][CH:7]=[CH:8][CH:9]=2)[CH:4]=[CH:3][C:2]=1[N:11]1[CH2:16][CH2:15][CH:14]([O:17][C:18]2[C:19]([N:24]3[CH2:29][CH2:28][CH:27]([OH:30])[CH2:26][CH2:25]3)=[N:20][CH:21]=[CH:22][N:23]=2)[CH2:13][CH2:12]1.[C:31]([O-])([O-])=O.[Cs+].[Cs+].IC, predict the reaction product. The product is: [CH3:31][O:30][CH:27]1[CH2:28][CH2:29][N:24]([C:19]2[C:18]([O:17][CH:14]3[CH2:13][CH2:12][N:11]([C:2]4[CH:3]=[CH:4][C:5]5[C:10](=[CH:9][CH:8]=[CH:7][CH:6]=5)[N:1]=4)[CH2:16][CH2:15]3)=[N:23][CH:22]=[CH:21][N:20]=2)[CH2:25][CH2:26]1. (7) The product is: [NH2:31][N:4]1[CH:5]=[CH:6][C:2]([CH3:1])=[C:3]1[C:7]([NH:9][C:10]1[CH:15]=[CH:14][CH:13]=[CH:12][C:11]=1[CH3:16])=[O:8]. Given the reactants [CH3:1][C:2]1[CH:6]=[CH:5][NH:4][C:3]=1[C:7]([NH:9][C:10]1[CH:15]=[CH:14][CH:13]=[CH:12][C:11]=1[CH3:16])=[O:8].[H-].[Na+].C1(C)C=C(C)C=C(C)C=1S(O[NH2:31])(=O)=O, predict the reaction product. (8) The product is: [OH:32][CH2:31][CH2:30][CH:27]1[S:26][C:25]([C:10]2[NH:11][C:12]3[C:8]([CH:9]=2)=[CH:7][C:6]([O:5][CH2:4][CH2:3][O:2][CH3:1])=[CH:14][C:13]=3[N:15]([CH3:24])[S:16]([C:19]2[S:20][CH:21]=[CH:22][CH:23]=2)(=[O:17])=[O:18])=[N:29][CH2:28]1. Given the reactants [CH3:1][O:2][CH2:3][CH2:4][O:5][C:6]1[CH:7]=[C:8]2[C:12](=[C:13]([N:15]([CH3:24])[S:16]([C:19]3[S:20][CH:21]=[CH:22][CH:23]=3)(=[O:18])=[O:17])[CH:14]=1)[NH:11][C:10]([C:25]1[S:26][CH:27]([CH2:30][C:31](OCC)=[O:32])[CH2:28][N:29]=1)=[CH:9]2.O1CCCC1.CO.[BH4-].[Li+], predict the reaction product. (9) Given the reactants [N:1]1(C(OC(C)(C)C)=O)[CH2:5][CH:4]=[CH:3][C@H:2]1[C:6]([O:8][CH3:9])=[O:7].[ClH:17].O1CCOCC1, predict the reaction product. The product is: [ClH:17].[NH:1]1[CH2:5][CH:4]=[CH:3][C@H:2]1[C:6]([O:8][CH3:9])=[O:7]. (10) Given the reactants [Br:1][C:2]1[C:3](=[O:17])[NH:4][C:5](=[O:16])[N:6]([CH2:8][CH2:9][C:10]2[CH:15]=[CH:14][CH:13]=[CH:12][CH:11]=2)[N:7]=1.[Cl:18]C1C=CC=CC=1CCI.C(I)CC1C=CC=CC=1, predict the reaction product. The product is: [Br:1][C:2]1[C:3](=[O:17])[NH:4][C:5](=[O:16])[N:6]([CH2:8][CH2:9][C:10]2[CH:15]=[CH:14][CH:13]=[CH:12][C:11]=2[Cl:18])[N:7]=1.